This data is from Reaction yield outcomes from USPTO patents with 853,638 reactions. The task is: Predict the reaction yield, written as a fraction of the theoretical maximum amount of product (1.0 means a 100% yield; for example, 0.34 means a 34% yield). The reactants are [O:1]([C:8]1[CH:13]=[CH:12][C:11]([C:14]2[C:22]3[C:17](=[N:18][CH:19]=[N:20][C:21]=3[NH2:23])[N:16]([CH:24]3[CH2:29][CH2:28][CH2:27][NH:26][CH2:25]3)[N:15]=2)=[CH:10][CH:9]=1)[C:2]1[CH:7]=[CH:6][CH:5]=[CH:4][CH:3]=1.C(N1C=CN=C1)(N1C=CN=C1)=O.[C:42]([CH2:44][C:45](O)=[O:46])#[N:43]. The catalyst is ClCCl. The product is [NH2:23][C:21]1[N:20]=[CH:19][N:18]=[C:17]2[N:16]([CH:24]3[CH2:29][CH2:28][CH2:27][N:26]([C:45](=[O:46])[CH2:44][C:42]#[N:43])[CH2:25]3)[N:15]=[C:14]([C:11]3[CH:10]=[CH:9][C:8]([O:1][C:2]4[CH:7]=[CH:6][CH:5]=[CH:4][CH:3]=4)=[CH:13][CH:12]=3)[C:22]=12. The yield is 0.560.